This data is from Full USPTO retrosynthesis dataset with 1.9M reactions from patents (1976-2016). The task is: Predict the reactants needed to synthesize the given product. (1) The reactants are: [Cl:1][C:2]1[C:3]([O:9][C:10]2[CH:15]=[C:14]([O:16][CH2:17][CH2:18][O:19][CH3:20])[CH:13]=[CH:12][C:11]=2[CH2:21][CH2:22][CH2:23][OH:24])=[N:4][CH:5]=[C:6]([Cl:8])[CH:7]=1.Cl[S:26]([N:29]=[C:30]=[O:31])(=[O:28])=[O:27].[N:32]1C=CC=CC=1.N. Given the product [NH2:32][S:26]([NH:29][C:30](=[O:31])[O:24][CH2:23][CH2:22][CH2:21][C:11]1[CH:12]=[CH:13][C:14]([O:16][CH2:17][CH2:18][O:19][CH3:20])=[CH:15][C:10]=1[O:9][C:3]1[C:2]([Cl:1])=[CH:7][C:6]([Cl:8])=[CH:5][N:4]=1)(=[O:28])=[O:27], predict the reactants needed to synthesize it. (2) Given the product [Cl:1][C:2]1[C:3]([C:14]2[C:22]3[C:17](=[CH:18][CH:19]=[CH:20][CH:21]=3)[N:16]([S:23]([C:26]3[CH:31]=[CH:30][CH:29]=[CH:28][CH:27]=3)(=[O:25])=[O:24])[CH:15]=2)=[N:4][C:5]([NH:8][C@@H:9]2[CH2:13][CH2:12][N:11]([C:44]([C:43]3[CH:42]=[CH:41][C:40]([NH:39][C:37](=[O:38])[O:36][C:32]([CH3:34])([CH3:33])[CH3:35])=[CH:48][CH:47]=3)=[O:45])[CH2:10]2)=[N:6][CH:7]=1, predict the reactants needed to synthesize it. The reactants are: [Cl:1][C:2]1[C:3]([C:14]2[C:22]3[C:17](=[CH:18][CH:19]=[CH:20][CH:21]=3)[N:16]([S:23]([C:26]3[CH:31]=[CH:30][CH:29]=[CH:28][CH:27]=3)(=[O:25])=[O:24])[CH:15]=2)=[N:4][C:5]([NH:8][C@@H:9]2[CH2:13][CH2:12][NH:11][CH2:10]2)=[N:6][CH:7]=1.[C:32]([O:36][C:37]([NH:39][C:40]1[CH:48]=[CH:47][C:43]([C:44](O)=[O:45])=[CH:42][CH:41]=1)=[O:38])([CH3:35])([CH3:34])[CH3:33].CN(C(ON1N=NC2C=CC=CC1=2)=[N+](C)C)C.F[P-](F)(F)(F)(F)F.C(N(C(C)C)CC)(C)C. (3) The reactants are: [C:1]([O:4][CH2:5][CH2:6][CH2:7][N:8]1[C:13](=[O:14])[C:12]2[NH:15][C:16]([C:19]3[CH:24]=[CH:23][CH:22]=[C:21]([O:25][C:26]([F:29])([F:28])[F:27])[CH:20]=3)=[C:17]([CH3:18])[C:11]=2[N:10]([CH3:30])[C:9]1=[O:31])(=[O:3])[CH3:2].[Cl:32][C:33]1[CH:38]=[CH:37][C:36]([CH2:39]Cl)=[CH:35][CH:34]=1.C([O-])([O-])=O.[K+].[K+]. Given the product [C:1]([O:4][CH2:5][CH2:6][CH2:7][N:8]1[C:13](=[O:14])[C:12]2[N:15]([CH2:39][C:36]3[CH:37]=[CH:38][C:33]([Cl:32])=[CH:34][CH:35]=3)[C:16]([C:19]3[CH:24]=[CH:23][CH:22]=[C:21]([O:25][C:26]([F:27])([F:28])[F:29])[CH:20]=3)=[C:17]([CH3:18])[C:11]=2[N:10]([CH3:30])[C:9]1=[O:31])(=[O:3])[CH3:2], predict the reactants needed to synthesize it. (4) Given the product [Cl:1][C:2]1[CH:3]=[C:4]([S:8]([NH:11][C:12]2[CH:20]=[CH:19][C:15]([C:16]([O:18][CH2:22][CH2:23][CH3:24])=[O:17])=[C:14]([OH:21])[CH:13]=2)(=[O:9])=[O:10])[S:5][C:6]=1[Cl:7], predict the reactants needed to synthesize it. The reactants are: [Cl:1][C:2]1[CH:3]=[C:4]([S:8]([NH:11][C:12]2[CH:20]=[CH:19][C:15]([C:16]([OH:18])=[O:17])=[C:14]([OH:21])[CH:13]=2)(=[O:10])=[O:9])[S:5][C:6]=1[Cl:7].[CH2:22](O)[CH2:23][CH3:24]. (5) Given the product [F:51][C:52]1[CH:60]=[CH:56][C:55]([C:61]2[N:62]=[CH:63][CH:64]=[CH:65][N:66]=2)=[C:54]([CH:53]=1)[C:19]([NH:18][C@H:14]1[CH2:15][CH2:16][CH2:17][C@@H:13]1[NH:12][C:3]1[C:2]([CH3:1])=[N:7][C:6]([C:8]([F:10])([F:9])[F:11])=[CH:5][N:4]=1)=[O:20], predict the reactants needed to synthesize it. The reactants are: [CH3:1][C:2]1[C:3]([NH:12][C@H:13]2[CH2:17][CH2:16][CH2:15][C@@H:14]2[NH:18][C:19](C2C(N3N=CC=N3)=CC=CN=2)=[O:20])=[N:4][CH:5]=[C:6]([C:8]([F:11])([F:10])[F:9])[N:7]=1.Cl.CN(C1C=NC(C(F)(F)F)=CN=1)[C@H]1CCC[C@@H]1N.[F:51][C:52]1[CH:53]=[CH:54][C:55]([C:61]2[N:66]=[CH:65][CH:64]=[CH:63][N:62]=2)=[C:56]([CH:60]=1)C(O)=O. (6) Given the product [F:1][C:2]1[CH:3]=[C:4]([CH:5]=[CH:6][CH:7]=1)[CH2:8][NH:9][C:11]1[C:12]2[CH:20]=[CH:19][CH:18]=[C:17]([C:21]([NH2:23])=[O:22])[C:13]=2[N:14]=[N:15][N:16]=1, predict the reactants needed to synthesize it. The reactants are: [F:1][C:2]1[CH:3]=[C:4]([CH2:8][NH2:9])[CH:5]=[CH:6][CH:7]=1.O[C:11]1[C:12]2[CH:20]=[CH:19][CH:18]=[C:17]([C:21]([NH2:23])=[O:22])[C:13]=2[N:14]=[N:15][N:16]=1.